Dataset: Full USPTO retrosynthesis dataset with 1.9M reactions from patents (1976-2016). Task: Predict the reactants needed to synthesize the given product. (1) Given the product [Br-:9].[CH3:13][C:12]([CH3:15])([CH3:14])[C:11](=[O:16])[CH2:10][N+:6]1[C:5]([CH3:7])=[C:4]([CH3:8])[S:3][C:2]=1[CH3:1], predict the reactants needed to synthesize it. The reactants are: [CH3:1][C:2]1[S:3][C:4]([CH3:8])=[C:5]([CH3:7])[N:6]=1.[Br:9][CH2:10][C:11](=[O:16])[C:12]([CH3:15])([CH3:14])[CH3:13]. (2) The reactants are: [CH2:1]([NH:4][C:5](=[O:11])[O:6][C:7]([CH3:10])([CH3:9])[CH3:8])[C:2]#[CH:3].[N:12]([Si](C)(C)C)=[N+:13]=[N-:14]. Given the product [C:7]([O:6][C:5](=[O:11])[NH:4][CH2:1][C:2]1[NH:14][N:13]=[N:12][CH:3]=1)([CH3:8])([CH3:10])[CH3:9], predict the reactants needed to synthesize it. (3) Given the product [Br:1][C:2]1[CH:7]=[C:6]2[C:5]([C:9]([CH3:10])=[N:13][NH:14]2)=[C:4]([F:12])[CH:3]=1, predict the reactants needed to synthesize it. The reactants are: [Br:1][C:2]1[CH:7]=[C:6](F)[C:5]([C:9](=O)[CH3:10])=[C:4]([F:12])[CH:3]=1.[NH2:13][NH2:14].